From a dataset of Forward reaction prediction with 1.9M reactions from USPTO patents (1976-2016). Predict the product of the given reaction. (1) Given the reactants C([O:3][C:4](=[O:21])[CH:5](C#N)[C:6]([CH2:10][C:11]1[CH:16]=[CH:15][C:14]([O:17][CH3:18])=[CH:13][CH:12]=1)([CH3:9])[CH:7]=[CH2:8])C.[OH-].[K+].Cl.O, predict the reaction product. The product is: [CH3:18][O:17][C:14]1[CH:15]=[CH:16][C:11]([CH2:10][C:6]([CH3:9])([CH:7]=[CH2:8])[CH2:5][C:4]([OH:21])=[O:3])=[CH:12][CH:13]=1. (2) Given the reactants P([O-])(OCC)(SCC)=[S:2].[Cl:10][C:11]1[CH:16]=[CH:15][C:14]([C@@H:17]2[O:23][CH2:22][CH2:21][N:20]([C:24]([O:26][C:27]([CH3:30])([CH3:29])[CH3:28])=[O:25])[CH2:19][C@H:18]2[CH2:31][N:32]2[CH:37]=[CH:36][CH:35]=[C:34]([C:38]#[N:39])[C:33]2=[O:40])=[CH:13][C:12]=1[F:41].C(OC(OC(C)(C)C)=O)(OC(C)(C)C)=O.O, predict the reaction product. The product is: [C:38]([C:34]1[C:33](=[O:40])[N:32]([CH2:31][C@H:18]2[C@H:17]([C:14]3[CH:15]=[CH:16][C:11]([Cl:10])=[C:12]([F:41])[CH:13]=3)[O:23][CH2:22][CH2:21][N:20]([C:24]([O:26][C:27]([CH3:28])([CH3:29])[CH3:30])=[O:25])[CH2:19]2)[CH:37]=[CH:36][CH:35]=1)(=[S:2])[NH2:39]. (3) The product is: [CH3:16][CH:15]([CH3:17])[CH2:14][CH2:13][NH:12][N:8]1[CH:9]=[CH:10][CH:11]=[C:7]1[C:5]([OH:6])=[O:4]. Given the reactants C([O:4][C:5]([C:7]1[N:8]([NH:12][CH2:13][CH2:14][CH:15]([CH3:17])[CH3:16])[CH:9]=[CH:10][CH:11]=1)=[O:6])C=C.Cl.C(ON)C1C=CC=CC=1, predict the reaction product. (4) Given the reactants [OH:1][C@H:2]([C@@H:13]([NH:18][C:19](=[O:42])[O:20][C@H:21]([CH2:26][N:27]1[CH:31]=[CH:30][C:29]([C:32]2[CH:37]=[CH:36][C:35]([C:38]([F:41])([F:40])[F:39])=[CH:34][CH:33]=2)=[N:28]1)[C:22]([CH3:25])([CH3:24])[CH3:23])[CH2:14][CH2:15][CH2:16][CH3:17])[CH2:3][NH:4][C:5]([N:7]1[CH2:12][CH2:11][O:10][CH2:9][CH2:8]1)=[O:6].O[C@@H]([C@@H](NC(=O)O[C@H](CN1C=CC(C2C=CC(C(F)(F)F)=CC=2)=N1)C(C)(C)C)CCCC)CNC(N1CCOCC1)=O.O[C@H]([C@@H](NC(=O)O[C@H](CN1C=CC(C2C=CC(C(F)(F)F)=CC=2)=N1)C(C)(C)C)CCCC)CNS(C1C=CC=CN=1)(=O)=O.O[C@@H]([C@@H](NC(=O)O[C@H](CN1C=CC(C2C=CC(C(F)(F)F)=CC=2)=N1)C(C)(C)C)CCCC)CNS(C1C=CC=CN=1)(=O)=O, predict the reaction product. The product is: [N:7]1([C:5]([NH:4][CH2:3][C:2]([C@@H:13]([NH:18][C:19](=[O:42])[O:20][C@H:21]([CH2:26][N:27]2[CH:31]=[CH:30][C:29]([C:32]3[CH:33]=[CH:34][C:35]([C:38]([F:39])([F:41])[F:40])=[CH:36][CH:37]=3)=[N:28]2)[C:22]([CH3:24])([CH3:23])[CH3:25])[CH2:14][CH2:15][CH2:16][CH3:17])=[O:1])=[O:6])[CH2:8][CH2:9][O:10][CH2:11][CH2:12]1. (5) The product is: [NH2:1][C:2]1[C:10]([C:17]2[CH:18]=[CH:19][C:14]([O:13][CH3:12])=[CH:15][CH:16]=2)=[CH:9][C:5]([C:6]([NH2:8])=[O:7])=[CH:4][N:3]=1. Given the reactants [NH2:1][C:2]1[C:10](Br)=[CH:9][C:5]([C:6]([NH2:8])=[O:7])=[CH:4][N:3]=1.[CH3:12][O:13][C:14]1[CH:19]=[CH:18][C:17](B(O)O)=[CH:16][CH:15]=1.C(=O)([O-])[O-].[Na+].[Na+], predict the reaction product.